From a dataset of Catalyst prediction with 721,799 reactions and 888 catalyst types from USPTO. Predict which catalyst facilitates the given reaction. Product: [N:23]1([CH2:22][CH2:21][CH2:20][NH:19][C:14]([C:13]2[CH:8]([C:4]3[CH:5]=[CH:6][CH:7]=[C:2]([Cl:1])[CH:3]=3)[NH:9][C:10](=[O:18])[NH:11][C:12]=2[CH3:17])=[O:16])[CH2:27][CH2:26][CH2:25][CH2:24]1. Reactant: [Cl:1][C:2]1[CH:3]=[C:4]([CH:8]2[C:13]([C:14]([OH:16])=O)=[C:12]([CH3:17])[NH:11][C:10](=[O:18])[NH:9]2)[CH:5]=[CH:6][CH:7]=1.[NH2:19][CH2:20][CH2:21][CH2:22][N:23]1[CH2:27][CH2:26][CH2:25][CH2:24]1.CCN=C=NCCCN(C)C.Cl. The catalyst class is: 3.